From a dataset of Forward reaction prediction with 1.9M reactions from USPTO patents (1976-2016). Predict the product of the given reaction. (1) Given the reactants [F:1][CH:2]([F:21])[C:3]1[N:8]=[C:7]([CH:9]2[CH2:14][CH2:13][CH:12]([CH:15]([CH2:19][CH3:20])C(O)=O)[CH2:11][CH2:10]2)[CH:6]=[CH:5][CH:4]=1.C1(P([N:36]=[N+]=[N-])(C2C=CC=CC=2)=O)C=CC=CC=1.C(N(CC)CC)C.[OH-].[Li+].Cl, predict the reaction product. The product is: [F:1][CH:2]([F:21])[C:3]1[N:8]=[C:7]([CH:9]2[CH2:14][CH2:13][CH:12]([CH:15]([NH2:36])[CH2:19][CH3:20])[CH2:11][CH2:10]2)[CH:6]=[CH:5][CH:4]=1. (2) Given the reactants Cl.[NH2:2][C:3]([CH3:9])([CH3:8])[C:4]([O:6][CH3:7])=[O:5].C(N(C(C)C)C(C)C)C.[C:19]([C:22]1[N:27]=[C:26]([C:28]2[CH:33]=[CH:32][C:31]([C:34]3[CH:39]=[CH:38][C:37]([CH2:40][C:41](O)=[O:42])=[CH:36][C:35]=3[Cl:44])=[CH:30][CH:29]=2)[C:25]([CH3:45])=[N:24][C:23]=1[CH3:46])(=[O:21])[NH2:20].Cl.CN(C)CCCN=C=NCC.N1(O)C2C=CC=CC=2N=N1, predict the reaction product. The product is: [C:19]([C:22]1[N:27]=[C:26]([C:28]2[CH:33]=[CH:32][C:31]([C:34]3[CH:39]=[CH:38][C:37]([CH2:40][C:41]([NH:2][C:3]([CH3:9])([CH3:8])[C:4]([O:6][CH3:7])=[O:5])=[O:42])=[CH:36][C:35]=3[Cl:44])=[CH:30][CH:29]=2)[C:25]([CH3:45])=[N:24][C:23]=1[CH3:46])(=[O:21])[NH2:20]. (3) Given the reactants [CH:1]([N:4]1[C:8]2[CH:9]=[CH:10][C:11]([NH2:13])=[CH:12][C:7]=2[N:6]=[CH:5]1)([CH3:3])[CH3:2].[I:14]I.N, predict the reaction product. The product is: [CH:1]([N:4]1[C:8]2[CH:9]=[CH:10][C:11]([NH2:13])=[C:12]([I:14])[C:7]=2[N:6]=[CH:5]1)([CH3:3])[CH3:2]. (4) Given the reactants [OH:1][CH2:2][C:3]1[N:7]([C:8]2[CH:13]=[CH:12][CH:11]=[CH:10][CH:9]=2)[N:6]=[N:5][C:4]=1[C:14]([N:16]([CH2:38][CH:39]([CH3:41])[CH3:40])[C@H:17]1[CH2:22][C@@H:21]([C:23]([N:25]2[CH2:30][CH2:29][O:28][CH2:27][CH2:26]2)=[O:24])[CH2:20][N:19]([C:31]([O:33][C:34]([CH3:37])([CH3:36])[CH3:35])=[O:32])[CH2:18]1)=[O:15].[H-].[Na+].Br[CH2:45][CH2:46][O:47][CH3:48], predict the reaction product. The product is: [CH3:48][O:47][CH2:46][CH2:45][O:1][CH2:2][C:3]1[N:7]([C:8]2[CH:13]=[CH:12][CH:11]=[CH:10][CH:9]=2)[N:6]=[N:5][C:4]=1[C:14]([N:16]([CH2:38][CH:39]([CH3:41])[CH3:40])[C@H:17]1[CH2:22][C@@H:21]([C:23]([N:25]2[CH2:30][CH2:29][O:28][CH2:27][CH2:26]2)=[O:24])[CH2:20][N:19]([C:31]([O:33][C:34]([CH3:35])([CH3:36])[CH3:37])=[O:32])[CH2:18]1)=[O:15]. (5) Given the reactants [CH3:1][O:2][C:3]1[C:8]([CH:9]=[N:10][OH:11])=[C:7]([O:12][CH3:13])[N:6]=[CH:5][N:4]=1.[CH:14]([C:17]#[N:18])([CH3:16])[CH3:15], predict the reaction product. The product is: [CH3:1][O:2][C:3]1[C:8]([C:9]2[N:18]=[C:17]([CH:14]([CH3:16])[CH3:15])[O:11][N:10]=2)=[C:7]([O:12][CH3:13])[N:6]=[CH:5][N:4]=1. (6) The product is: [Cl:5][C:6]1[CH:20]=[C:19]([Cl:21])[CH:18]=[CH:17][C:7]=1[O:8][C:9]1[CH:14]=[CH:13][CH:12]=[CH:11][C:10]=1[CH2:15][Br:2]. Given the reactants P(Br)(Br)[Br:2].[Cl:5][C:6]1[CH:20]=[C:19]([Cl:21])[CH:18]=[CH:17][C:7]=1[O:8][C:9]1[CH:14]=[CH:13][CH:12]=[CH:11][C:10]=1[CH2:15]O.O, predict the reaction product.